This data is from Forward reaction prediction with 1.9M reactions from USPTO patents (1976-2016). The task is: Predict the product of the given reaction. (1) Given the reactants C12CC3CC(CC(C3)[CH:2]1[NH:11][C:12]([C:14]13[CH2:21][CH2:20][C:17]([CH2:22][CH2:23][S:24]([CH2:27][CH3:28])(=[O:26])=[O:25])([CH2:18][CH2:19]1)[CH2:16][CH2:15]3)=[O:13])C2.C12CC3CC(CC(C3)C1N)C2.CN(C=O)C.C(N(C(C)C)CC)(C)C, predict the reaction product. The product is: [CH2:27]([S:24]([CH2:23][CH2:22][C:17]12[CH2:18][CH2:19][C:14]([C:12]([NH:11][CH3:2])=[O:13])([CH2:21][CH2:20]1)[CH2:15][CH2:16]2)(=[O:26])=[O:25])[CH3:28]. (2) Given the reactants [Cl:1][C:2]1[C:3]([O:11][C:12]2[CH:17]=[CH:16][C:15]([Cl:18])=[CH:14][C:13]=2[C:19]2[N:23]([CH3:24])[N:22]=[CH:21][CH:20]=2)=[CH:4][C:5]([F:10])=[C:6]([CH:9]=1)[C:7]#[N:8].OO.C(=O)([O-])[O-:28].[K+].[K+], predict the reaction product. The product is: [Cl:1][C:2]1[C:3]([O:11][C:12]2[CH:17]=[CH:16][C:15]([Cl:18])=[CH:14][C:13]=2[C:19]2[N:23]([CH3:24])[N:22]=[CH:21][CH:20]=2)=[CH:4][C:5]([F:10])=[C:6]([CH:9]=1)[C:7]([NH2:8])=[O:28]. (3) The product is: [C:8]([C:10]1[CH:15]=[CH:14][C:13]([C:16]2[CH:17]=[N:18][N:19]([C:22]3[CH:30]=[CH:29][C:25]([C:26]([NH:40][CH2:39][CH:35]4[O:36][CH2:37][CH2:38][N:33]([CH3:32])[CH2:34]4)=[O:28])=[CH:24][N:23]=3)[C:20]=2[OH:21])=[C:12]([CH3:31])[CH:11]=1)#[N:9]. Given the reactants C(O)(C(F)(F)F)=O.[C:8]([C:10]1[CH:15]=[CH:14][C:13]([C:16]2[CH:17]=[N:18][N:19]([C:22]3[CH:30]=[CH:29][C:25]([C:26]([OH:28])=O)=[CH:24][N:23]=3)[C:20]=2[OH:21])=[C:12]([CH3:31])[CH:11]=1)#[N:9].[CH3:32][N:33]1[CH2:38][CH2:37][O:36][CH:35]([CH2:39][NH2:40])[CH2:34]1, predict the reaction product. (4) Given the reactants CC1C=C(C)C=C(C)C=1S([O-])(=O)=O.[NH2:14][N+:15]1[CH:20]=[CH:19][C:18]([CH3:21])=[CH:17][C:16]=1[O:22][CH2:23][C:24]1[C:29]([F:30])=[CH:28][CH:27]=[CH:26][C:25]=1[F:31].[CH:32]1([C:35]#[C:36][C:37]([O:39][CH3:40])=[O:38])[CH2:34][CH2:33]1.C(=O)([O-])[O-].[K+].[K+].O, predict the reaction product. The product is: [CH:32]1([C:35]2[C:36]([C:37]([O:39][CH3:40])=[O:38])=[C:20]3[CH:19]=[C:18]([CH3:21])[CH:17]=[C:16]([O:22][CH2:23][C:24]4[C:25]([F:31])=[CH:26][CH:27]=[CH:28][C:29]=4[F:30])[N:15]3[N:14]=2)[CH2:34][CH2:33]1. (5) Given the reactants N1[C:9]2[C:4](=[CH:5][CH:6]=[CH:7][CH:8]=2)[C:3]([CH2:10][C@@H:11]([NH:15][S:16]([C:19]2[CH:24]=[CH:23][C:22]([N:25]3[CH2:30][CH2:29][CH:28]([C:31]4[CH:36]=[CH:35][CH:34]=[CH:33][CH:32]=4)[CH2:27][CH2:26]3)=[CH:21][CH:20]=2)(=[O:18])=[O:17])[C:12]([OH:14])=[O:13])=C1.[Na][Na], predict the reaction product. The product is: [C:4]1([CH2:3][CH2:10][C@H:11]([NH:15][S:16]([C:19]2[CH:24]=[CH:23][C:22]([N:25]3[CH2:26][CH2:27][CH:28]([C:31]4[CH:36]=[CH:35][CH:34]=[CH:33][CH:32]=4)[CH2:29][CH2:30]3)=[CH:21][CH:20]=2)(=[O:17])=[O:18])[C:12]([OH:14])=[O:13])[CH:9]=[CH:8][CH:7]=[CH:6][CH:5]=1. (6) Given the reactants [C:1]([C:4]1[C:12]2[C:11]([CH3:13])=[C:10]([C:14]([NH:16][C:17]3[CH:26]=[C:25]([C:27]([OH:30])([CH3:29])[CH3:28])[C:24]4[C:19](=[CH:20][CH:21]=[CH:22][CH:23]=4)[N:18]=3)=[O:15])[S:9][C:8]=2[C:7]([C:31](=[O:33])[CH3:32])=[CH:6][CH:5]=1)(=[O:3])[CH3:2].[CH3:34][S:35]([OH:38])(=[O:37])=[O:36], predict the reaction product. The product is: [CH3:34][S:35]([OH:38])(=[O:37])=[O:36].[C:1]([C:4]1[C:12]2[C:11]([CH3:13])=[C:10]([C:14]([NH:16][C:17]3[CH:26]=[C:25]([C:27]([OH:30])([CH3:29])[CH3:28])[C:24]4[C:19](=[CH:20][CH:21]=[CH:22][CH:23]=4)[N:18]=3)=[O:15])[S:9][C:8]=2[C:7]([C:31](=[O:33])[CH3:32])=[CH:6][CH:5]=1)(=[O:3])[CH3:2]. (7) Given the reactants [C:1]([OH:20])(=[O:19])[CH2:2][CH2:3][CH2:4][CH2:5][CH2:6][CH2:7][CH2:8]/[CH:9]=[CH:10]\[CH2:11][CH2:12][CH2:13][CH2:14][CH2:15][CH2:16][CH2:17][CH3:18].O.CCCCCCCC/C=C\CCCCCCCC([NH:41][CH2:42][CH2:43][OH:44])=O, predict the reaction product. The product is: [C:1]([OH:20])(=[O:19])[CH2:2][CH2:3][CH2:4][CH2:5][CH2:6][CH2:7][CH2:8]/[CH:9]=[CH:10]\[CH2:11][CH2:12][CH2:13][CH2:14][CH2:15][CH2:16][CH2:17][CH3:18].[CH2:43]([CH2:42][NH2:41])[OH:44]. (8) Given the reactants S(Cl)([Cl:4])(=O)=O.[CH:6]([NH:9][C:10]([N:12]1[C:16]([CH3:17])=[CH:15][C:14]([O:18][C:19]2[C:24]([Cl:25])=[CH:23][C:22]([C:26]([F:29])([F:28])[F:27])=[CH:21][C:20]=2[Cl:30])=[N:13]1)=[O:11])([CH3:8])[CH3:7], predict the reaction product. The product is: [CH:6]([NH:9][C:10]([N:12]1[C:16]([CH3:17])=[C:15]([Cl:4])[C:14]([O:18][C:19]2[C:20]([Cl:30])=[CH:21][C:22]([C:26]([F:29])([F:27])[F:28])=[CH:23][C:24]=2[Cl:25])=[N:13]1)=[O:11])([CH3:8])[CH3:7].